This data is from Catalyst prediction with 721,799 reactions and 888 catalyst types from USPTO. The task is: Predict which catalyst facilitates the given reaction. (1) Reactant: [H-].[Na+].[CH3:3][C:4]1[N:8]2[C:9]3[CH:15]=[C:14]([CH3:16])[NH:13][C:10]=3[CH:11]=[CH:12][C:7]2=[N:6][N:5]=1.Cl[CH2:18][C:19]1[CH:24]=[CH:23][CH:22]=[C:21]([N+:25]([O-:27])=[O:26])[CH:20]=1. Product: [CH3:3][C:4]1[N:8]2[C:9]3[CH:15]=[C:14]([CH3:16])[N:13]([CH2:18][C:19]4[CH:24]=[CH:23][CH:22]=[C:21]([N+:25]([O-:27])=[O:26])[CH:20]=4)[C:10]=3[CH:11]=[CH:12][C:7]2=[N:6][N:5]=1. The catalyst class is: 3. (2) Reactant: [NH:1]1[CH:5]=[CH:4][CH:3]=[N:2]1.C([O-])([O-])=O.[K+].[K+].Cl[CH2:13][C:14]([N:16]1[CH2:21][CH2:20][N:19]([C:22]2[CH:27]=[CH:26][C:25]([F:28])=[CH:24][CH:23]=2)[CH2:18][CH2:17]1)=[O:15]. Product: [F:28][C:25]1[CH:24]=[CH:23][C:22]([N:19]2[CH2:18][CH2:17][N:16]([C:14](=[O:15])[CH2:13][N:1]3[CH:5]=[CH:4][CH:3]=[N:2]3)[CH2:21][CH2:20]2)=[CH:27][CH:26]=1. The catalyst class is: 3. (3) Reactant: C[O:2][C:3]1[C:12]2[C:7](=[CH:8][CH:9]=[CH:10][CH:11]=2)[C:6]([O:13][CH2:14][C:15]2[N:20]=[C:19]([CH2:21][NH:22][CH2:23][CH2:24][C:25]3[CH:30]=[CH:29][CH:28]=[CH:27][CH:26]=3)[CH:18]=[CH:17][CH:16]=2)=[N:5][N:4]=1.Cl. Product: [C:25]1([CH2:24][CH2:23][NH:22][CH2:21][C:19]2[N:20]=[C:15]([CH2:14][O:13][C:6]3[C:7]4[C:12](=[CH:11][CH:10]=[CH:9][CH:8]=4)[C:3]([OH:2])=[N:4][N:5]=3)[CH:16]=[CH:17][CH:18]=2)[CH:30]=[CH:29][CH:28]=[CH:27][CH:26]=1. The catalyst class is: 2.